Dataset: Catalyst prediction with 721,799 reactions and 888 catalyst types from USPTO. Task: Predict which catalyst facilitates the given reaction. Reactant: [CH3:1][N:2]1[CH:6]=[N:5][N:4]=[C:3]1[SH:7].Br[CH2:9][CH:10]1[CH2:12][CH2:11]1. Product: [CH:10]1([CH2:9][S:7][C:3]2[N:2]([CH3:1])[CH:6]=[N:5][N:4]=2)[CH2:12][CH2:11]1. The catalyst class is: 8.